This data is from Experimentally validated miRNA-target interactions with 360,000+ pairs, plus equal number of negative samples. The task is: Binary Classification. Given a miRNA mature sequence and a target amino acid sequence, predict their likelihood of interaction. The miRNA is hsa-miR-4680-5p with sequence AGAACUCUUGCAGUCUUAGAUGU. The protein sequence of the target gene is MSVRRGRRPARPGTRLSWLLCCSALLSPAAGYVIVSSVSWAVTNEVDEELDSASTEEAMPALLEDSGSIWQQSFPASAHKEDAHLRPRAGAARARPPPAPPGMFSYRREGGQTASAPPGPRLRAATARSLAHASVWGCLATVSTHKKIQGLPFGNCLPVSDGPFNNSTGIPFFYMTAKDPVVADLMKNPMASLMLPESEGEFCRKNIVDPEDPRCVQLTLTGQMIAVSPEEVEFAKQAMFSRHPGMRKWPRQYEWFFMKMRIEHIWLQKWYGGASSISREEYFKAVPRKA. Result: 1 (interaction).